Dataset: Catalyst prediction with 721,799 reactions and 888 catalyst types from USPTO. Task: Predict which catalyst facilitates the given reaction. (1) Reactant: [CH2:1]([O:4][C:5]1[CH:6]=[C:7]([CH2:15][CH2:16][NH:17][CH:18]=[CH:19][C:20]([O:22][CH3:23])=[O:21])[CH:8]=[CH:9][C:10]=1[O:11][CH2:12][CH2:13][CH3:14])[CH2:2][CH3:3].[C:24](Cl)(=[O:29])[CH2:25][C:26](Cl)=[O:27]. Product: [CH2:1]([O:4][C:5]1[CH:6]=[C:7]([CH2:15][CH2:16][N:17]2[C:26](=[O:27])[CH2:25][C:24](=[O:29])[C:19]([C:20]([O:22][CH3:23])=[O:21])=[CH:18]2)[CH:8]=[CH:9][C:10]=1[O:11][CH2:12][CH2:13][CH3:14])[CH2:2][CH3:3]. The catalyst class is: 4. (2) Reactant: C(OC([N:8]1[CH2:13][CH2:12][CH2:11][CH2:10][CH:9]1[C:14]1[S:15][C:16]([C:20]([O:22][CH3:23])=[O:21])=[C:17]([CH3:19])[N:18]=1)=O)(C)(C)C.C(O)(C(F)(F)F)=O. Product: [CH3:19][C:17]1[N:18]=[C:14]([CH:9]2[CH2:10][CH2:11][CH2:12][CH2:13][NH:8]2)[S:15][C:16]=1[C:20]([O:22][CH3:23])=[O:21]. The catalyst class is: 91. (3) Reactant: [I-].[CH3:2][P+](C1C=CC=CC=1)(C1C=CC=CC=1)C1C=CC=CC=1.C([Li])CCC.[C:27]1([S:33]([N:36]2[CH:47]=[CH:46][C:45]3[C:37]2=[N:38][CH:39]=[C:40]2[C:44]=3[N:43]([CH:48]3[CH2:53][CH2:52][C:51](=O)[CH2:50][CH2:49]3)[N:42]=[N:41]2)(=[O:35])=[O:34])[CH:32]=[CH:31][CH:30]=[CH:29][CH:28]=1. Product: [C:27]1([S:33]([N:36]2[CH:47]=[CH:46][C:45]3[C:37]2=[N:38][CH:39]=[C:40]2[C:44]=3[N:43]([CH:48]3[CH2:53][CH2:52][C:51](=[CH2:2])[CH2:50][CH2:49]3)[N:42]=[N:41]2)(=[O:35])=[O:34])[CH:32]=[CH:31][CH:30]=[CH:29][CH:28]=1. The catalyst class is: 7. (4) Reactant: [C:1]([C:5]1[CH:6]=[CH:7][C:8]2[N:9]([CH:11]=[C:12]([C@H:14]3[N:17]([Si](C(C)(C)C)(C)C)[C:16](=[O:25])[C@@H:15]3[CH3:26])[N:13]=2)[CH:10]=1)([CH3:4])([CH3:3])[CH3:2].[F-].C([N+](CCCC)(CCCC)CCCC)CCC. Product: [C:1]([C:5]1[CH:6]=[CH:7][C:8]2[N:9]([CH:11]=[C:12]([C@H:14]3[NH:17][C:16](=[O:25])[C@@H:15]3[CH3:26])[N:13]=2)[CH:10]=1)([CH3:4])([CH3:2])[CH3:3]. The catalyst class is: 1. (5) Reactant: [C:1]([C:3]1[CH:4]=[CH:5][C:6]([OH:13])=[C:7]([CH:12]=1)[C:8]([O:10][CH3:11])=[O:9])#[N:2].[C:14]([O-])([O-])=O.[K+].[K+].CI. Product: [C:1]([C:3]1[CH:4]=[CH:5][C:6]([O:13][CH3:14])=[C:7]([CH:12]=1)[C:8]([O:10][CH3:11])=[O:9])#[N:2]. The catalyst class is: 692. (6) Reactant: Cl[C:2]1[C:11]2[C:6](=[CH:7][CH:8]=[C:9]([I:12])[CH:10]=2)[N:5]=[CH:4][N:3]=1.[CH3:13][C:14]1[CH:19]=[C:18]([N:20]2[CH2:25][CH2:24][O:23][CH2:22][CH2:21]2)[CH:17]=[CH:16][C:15]=1[NH2:26]. Product: [I:12][C:9]1[CH:10]=[C:11]2[C:6](=[CH:7][CH:8]=1)[N:5]=[CH:4][N:3]=[C:2]2[NH:26][C:15]1[CH:16]=[CH:17][C:18]([N:20]2[CH2:25][CH2:24][O:23][CH2:22][CH2:21]2)=[CH:19][C:14]=1[CH3:13]. The catalyst class is: 10. (7) Reactant: [CH3:1][O:2][C:3](=[O:20])[CH2:4][C:5]1[CH:10]=[CH:9][C:8]([N+:11]([O-:13])=[O:12])=[C:7]([O:14][CH2:15][C:16]([F:19])([F:18])[F:17])[CH:6]=1.Br[CH2:22][CH:23]1[CH2:26][CH2:25][CH2:24]1.[OH-].[K+].O. Product: [CH3:1][O:2][C:3](=[O:20])[CH:4]([C:5]1[CH:10]=[CH:9][C:8]([N+:11]([O-:13])=[O:12])=[C:7]([O:14][CH2:15][C:16]([F:17])([F:19])[F:18])[CH:6]=1)[CH2:22][CH:23]1[CH2:26][CH2:25][CH2:24]1. The catalyst class is: 16. (8) Reactant: [O:1]1[CH:5]=[CH:4][CH:3]=[C:2]1[C:6]1[CH:30]=[CH:29][C:9]2[C:10]3[CH:16]=[C:15]([S:17]([NH:20][C@H:21]([CH:26]([CH3:28])[CH3:27])[C:22]([O:24]C)=[O:23])(=[O:19])=[O:18])[CH:14]=[CH:13][C:11]=3[S:12][C:8]=2[CH:7]=1.[Li+].[OH-].O. Product: [O:1]1[CH:5]=[CH:4][CH:3]=[C:2]1[C:6]1[CH:30]=[CH:29][C:9]2[C:10]3[CH:16]=[C:15]([S:17]([NH:20][C@H:21]([CH:26]([CH3:27])[CH3:28])[C:22]([OH:24])=[O:23])(=[O:18])=[O:19])[CH:14]=[CH:13][C:11]=3[S:12][C:8]=2[CH:7]=1. The catalyst class is: 87.